Dataset: Catalyst prediction with 721,799 reactions and 888 catalyst types from USPTO. Task: Predict which catalyst facilitates the given reaction. (1) Reactant: CN(C=O)C.[CH:6]1([NH:12][C:13]2[CH:22]=[C:21]3[C:16]([C:17](=[O:35])[N:18]([CH2:29]/[CH:30]=[CH:31]/[C:32]([OH:34])=O)[C:19](=[O:28])[N:20]3[CH:23]3[CH2:27][CH2:26][CH2:25][CH2:24]3)=[CH:15][C:14]=2[F:36])[CH2:11][CH2:10][CH2:9][CH2:8][CH2:7]1.C(N1C=CN=C1)(N1C=CN=C1)=O.O.[NH2:50][NH2:51]. Product: [CH:6]1([NH:12][C:13]2[CH:22]=[C:21]3[C:16]([C:17](=[O:35])[N:18]([CH2:29]/[CH:30]=[CH:31]/[C:32]([NH:50][NH2:51])=[O:34])[C:19](=[O:28])[N:20]3[CH:23]3[CH2:24][CH2:25][CH2:26][CH2:27]3)=[CH:15][C:14]=2[F:36])[CH2:7][CH2:8][CH2:9][CH2:10][CH2:11]1. The catalyst class is: 6. (2) Reactant: [CH3:1][O:2][C:3](=[O:11])[C:4]1[CH:9]=[CH:8][C:7]([NH2:10])=[CH:6][CH:5]=1.[CH3:12][S:13]([C:16]1[CH:21]=[CH:20][C:19]([S:22](Cl)(=[O:24])=[O:23])=[CH:18][CH:17]=1)(=[O:15])=[O:14].ClCCl. Product: [CH3:1][O:2][C:3](=[O:11])[C:4]1[CH:9]=[CH:8][C:7]([NH:10][S:22]([C:19]2[CH:18]=[CH:17][C:16]([S:13]([CH3:12])(=[O:15])=[O:14])=[CH:21][CH:20]=2)(=[O:24])=[O:23])=[CH:6][CH:5]=1. The catalyst class is: 17.